This data is from Catalyst prediction with 721,799 reactions and 888 catalyst types from USPTO. The task is: Predict which catalyst facilitates the given reaction. (1) Reactant: [CH3:1][CH2:2][CH2-:3].[Mg+2].[Br-].[F:6][C:7]1[CH:32]=[CH:31][C:10]2[S:11][C:12]([C:15]3[N:19]4[N:20]=[C:21]([CH3:29])[CH:22]=[C:23]([C:24](=[O:28])[CH2:25][CH2:26][CH3:27])[C:18]4=[N:17][C:16]=3[CH3:30])=[C:13]([CH3:14])[C:9]=2[CH:8]=1. Product: [F:6][C:7]1[CH:32]=[CH:31][C:10]2[S:11][C:12]([C:15]3[N:19]4[N:20]=[C:21]([CH3:29])[CH:22]=[C:23]([C:24]([OH:28])([CH2:1][CH2:2][CH3:3])[CH2:25][CH2:26][CH3:27])[C:18]4=[N:17][C:16]=3[CH3:30])=[C:13]([CH3:14])[C:9]=2[CH:8]=1. The catalyst class is: 1. (2) Reactant: [F:1][C:2]([F:14])([F:13])[C:3]1[CH:4]=[C:5]([NH:9][C:10]([NH2:12])=[S:11])[CH:6]=[CH:7][CH:8]=1.[C:15]([C:17]1[CH:24]=[CH:23][C:20]([CH:21]=O)=[CH:19][CH:18]=1)#[N:16].[C:25]([O:31][CH3:32])(=[O:30])[CH2:26][C:27]([CH3:29])=O. Product: [C:15]([C:17]1[CH:24]=[CH:23][C:20]([CH:21]2[C:26]([C:25]([O:31][CH3:32])=[O:30])=[C:27]([CH3:29])[N:9]([C:5]3[CH:6]=[CH:7][CH:8]=[C:3]([C:2]([F:1])([F:13])[F:14])[CH:4]=3)[C:10](=[S:11])[NH:12]2)=[CH:19][CH:18]=1)#[N:16]. The catalyst class is: 1. (3) Reactant: [C:1]([C:5]1[CH:6]=[C:7]([NH2:14])[C:8]([O:12][CH3:13])=[C:9]([NH2:11])[CH:10]=1)([CH3:4])([CH3:3])[CH3:2].C(N(CC)CC)C.[CH3:22][S:23](Cl)(=[O:25])=[O:24].C(=O)(O)[O-].[Na+]. Product: [NH2:14][C:7]1[C:8]([O:12][CH3:13])=[C:9]([NH:11][S:23]([CH3:22])(=[O:25])=[O:24])[CH:10]=[C:5]([C:1]([CH3:4])([CH3:2])[CH3:3])[CH:6]=1. The catalyst class is: 2. (4) Reactant: [Cl:1][C:2]1[CH:3]=[C:4]([CH:8]=[C:9]([Cl:11])[CH:10]=1)[CH:5]=[N:6][OH:7].[ClH:12].OOS([O-])=O.[K+]. Product: [Cl:1][C:2]1[CH:3]=[C:4]([C:5]([Cl:12])=[N:6][OH:7])[CH:8]=[C:9]([Cl:11])[CH:10]=1. The catalyst class is: 3. (5) Reactant: [NH:1]1[C:9]2[C:4](=[CH:5][CH:6]=[CH:7][CH:8]=2)[CH:3]=[CH:2]1.BrC1C=CC=C2C=1NC=C2.C([N:27]1[CH2:32][CH2:31][NH:30][CH2:29][CH2:28]1)(OC(C)(C)C)=O.C(O)(C(F)(F)F)=O. Product: [N:27]1([C:8]2[CH:7]=[CH:6][CH:5]=[C:4]3[C:9]=2[NH:1][CH:2]=[CH:3]3)[CH2:32][CH2:31][NH:30][CH2:29][CH2:28]1. The catalyst class is: 2. (6) Reactant: [CH3:1][C:2]1[CH:6]=[C:5]([C:7]([OH:9])=O)[N:4]([CH2:10][C:11]([F:14])([F:13])[F:12])[N:3]=1.C(Cl)(=O)C(Cl)=O.[NH2:21][C:22]1[CH:23]=[C:24]([CH:41]=[CH:42][CH:43]=1)[O:25][C:26]1[CH:27]=[CH:28][C:29]2[N:30]([CH:32]=[C:33]([NH:35][C:36]([CH:38]3[CH2:40][CH2:39]3)=[O:37])[N:34]=2)[N:31]=1.C(N(CC)CC)C. Product: [CH:38]1([C:36]([NH:35][C:33]2[N:34]=[C:29]3[CH:28]=[CH:27][C:26]([O:25][C:24]4[CH:23]=[C:22]([NH:21][C:7]([C:5]5[N:4]([CH2:10][C:11]([F:14])([F:13])[F:12])[N:3]=[C:2]([CH3:1])[CH:6]=5)=[O:9])[CH:43]=[CH:42][CH:41]=4)=[N:31][N:30]3[CH:32]=2)=[O:37])[CH2:39][CH2:40]1. The catalyst class is: 348. (7) Reactant: [NH2:1][C:2]1[CH:3]=[C:4]2[C:9](=[CH:10][CH:11]=1)[N:8]=[C:7]([CH3:12])[C:6]([C:13]#[N:14])=[C:5]2[NH:15][C:16]1[CH:21]=[CH:20][C:19]([F:22])=[C:18]([Cl:23])[CH:17]=1.[N:24]1[CH:29]=[CH:28][CH:27]=[C:26]([CH:30]=O)[CH:25]=1.[BH3-]C#N.[Na+]. Product: [Cl:23][C:18]1[CH:17]=[C:16]([NH:15][C:5]2[C:4]3[C:9](=[CH:10][CH:11]=[C:2]([NH:1][CH2:30][C:26]4[CH:25]=[N:24][CH:29]=[CH:28][CH:27]=4)[CH:3]=3)[N:8]=[C:7]([CH3:12])[C:6]=2[C:13]#[N:14])[CH:21]=[CH:20][C:19]=1[F:22]. The catalyst class is: 14.